From a dataset of Full USPTO retrosynthesis dataset with 1.9M reactions from patents (1976-2016). Predict the reactants needed to synthesize the given product. (1) Given the product [C:19]([N:10]1[CH:9]([C:11]([OH:13])=[O:12])[CH2:8][S:7][C:6]1([CH3:14])[C:4]([OH:3])=[O:5])(=[O:20])[CH3:16], predict the reactants needed to synthesize it. The reactants are: CC[O:3][C:4]([C:6]1([CH3:14])[NH:10][CH:9]([C:11]([OH:13])=[O:12])[CH2:8][S:7]1)=[O:5].N[CH:16]([C:19](O)=[O:20])CS. (2) The reactants are: [Na].[C:2]1([S:8]([OH:11])(=[O:10])=O)[CH:7]=[CH:6][CH:5]=[CH:4][CH:3]=1.[CH3:12][C:13]1([CH3:20])[CH2:18][CH2:17][C:16](=[O:19])[CH:15]=[CH:14]1.Cl. Given the product [CH3:12][C:13]1([CH3:20])[CH2:18][CH2:17][C:16](=[O:19])[CH2:15][CH:14]1[S:8]([C:2]1[CH:3]=[CH:4][CH:5]=[CH:6][CH:7]=1)(=[O:10])=[O:11], predict the reactants needed to synthesize it. (3) Given the product [Cl:23][C:6]1[C:7]([C:8]([C:10]2[N:14]([C:15]3[CH:20]=[CH:19][C:18]([CH2:21][CH3:22])=[CH:17][CH:16]=3)[CH:13]=[N:12][CH:11]=2)=[O:9])=[C:2]([Cl:1])[N:3]=[CH:4][N:5]=1, predict the reactants needed to synthesize it. The reactants are: [Cl:1][C:2]1[C:7]([CH:8]([C:10]2[N:14]([C:15]3[CH:20]=[CH:19][C:18]([CH2:21][CH3:22])=[CH:17][CH:16]=3)[CH:13]=[N:12][CH:11]=2)[OH:9])=[C:6]([Cl:23])[N:5]=[CH:4][N:3]=1.ClC1C(C(C2C=NN(C)C=2C2C=CC(C)=CC=2)=O)=C(Cl)N=CN=1. (4) Given the product [CH3:9][C:7]1[CH:6]=[CH:5][N:4]=[C:3]([S:2][CH3:10])[N:8]=1, predict the reactants needed to synthesize it. The reactants are: Cl.[SH:2][C:3]1[N:8]=[C:7]([CH3:9])[CH:6]=[CH:5][N:4]=1.[CH:10](N(C(C)C)CC)(C)C.COC(OC)N(C)C. (5) Given the product [CH3:19][C:18]1([CH3:20])[NH:1][C:2]2[N:3]=[C:4]([N:10]3[CH2:15][CH2:14][O:13][CH2:12][CH2:11]3)[S:5][C:6]=2[C:7](=[O:8])[NH:9]1, predict the reactants needed to synthesize it. The reactants are: [NH2:1][C:2]1[N:3]=[C:4]([N:10]2[CH2:15][CH2:14][O:13][CH2:12][CH2:11]2)[S:5][C:6]=1[C:7]([NH2:9])=[O:8].CO[C:18](OC)([CH3:20])[CH3:19].O.C1(C)C=CC(S(O)(=O)=O)=CC=1. (6) Given the product [Cl:22][C:17]1[CH:18]=[CH:19][CH:20]=[C:21]2[C:16]=1[C:15](=[O:23])[C:14]([CH3:25])([CH3:24])[CH:13]2[N:12]1[C:8]([CH2:7][OH:6])=[CH:9][N:10]=[CH:11]1, predict the reactants needed to synthesize it. The reactants are: C([SiH2][O:6][C:7](C)(C)[C:8]1[N:12]([CH:13]2[C:21]3[C:16](=[C:17]([Cl:22])[CH:18]=[CH:19][CH:20]=3)[C:15](=[O:23])[C:14]2([CH3:25])[CH3:24])[CH:11]=[N:10][CH:9]=1)(C)(C)C.Cl.C(OCC)C. (7) Given the product [N+:38]([C:41]1[CH:46]=[CH:45][C:44]([NH:47][C@H:48]2[CH2:53][CH2:52][C@H:51]([O:54][CH2:2][C:3]([N:5]3[CH2:10][CH2:9][N:8]([C:11]4[CH:18]=[CH:17][C:14]([C:15]#[N:16])=[CH:13][CH:12]=4)[CH2:7][CH2:6]3)=[O:4])[CH2:50][CH2:49]2)=[CH:43][C:42]=1[C:55]([F:56])([F:57])[F:58])([O-:40])=[O:39], predict the reactants needed to synthesize it. The reactants are: Cl[CH2:2][C:3]([N:5]1[CH2:10][CH2:9][N:8]([C:11]2[CH:18]=[CH:17][C:14]([C:15]#[N:16])=[CH:13][CH:12]=2)[CH2:7][CH2:6]1)=[O:4].N1(C2C=CC(C#N)=CC=2)CCNCC1.ClCC(Cl)=O.[N+:38]([C:41]1[CH:46]=[CH:45][C:44]([NH:47][C@H:48]2[CH2:53][CH2:52][C@H:51]([OH:54])[CH2:50][CH2:49]2)=[CH:43][C:42]=1[C:55]([F:58])([F:57])[F:56])([O-:40])=[O:39].